This data is from Peptide-MHC class II binding affinity with 134,281 pairs from IEDB. The task is: Regression. Given a peptide amino acid sequence and an MHC pseudo amino acid sequence, predict their binding affinity value. This is MHC class II binding data. (1) The peptide sequence is AVNGKKSAHGSPTFW. The MHC is HLA-DQA10201-DQB10303 with pseudo-sequence HLA-DQA10201-DQB10303. The binding affinity (normalized) is 0.265. (2) The peptide sequence is EGTVVAVGPGRWDED. The MHC is DRB1_1501 with pseudo-sequence DRB1_1501. The binding affinity (normalized) is 0. (3) The peptide sequence is TGGNSPVQEFTVPRT. The MHC is HLA-DPA10201-DPB10501 with pseudo-sequence HLA-DPA10201-DPB10501. The binding affinity (normalized) is 0.120. (4) The MHC is DRB1_0701 with pseudo-sequence DRB1_0701. The binding affinity (normalized) is 0.593. The peptide sequence is EDKREMWMACIKELH. (5) The peptide sequence is TLEQDKCVTVMAPDK. The binding affinity (normalized) is 0. The MHC is HLA-DQA10501-DQB10402 with pseudo-sequence HLA-DQA10501-DQB10402. (6) The peptide sequence is AAATAFTTVYGAFAA. The MHC is HLA-DQA10102-DQB10602 with pseudo-sequence HLA-DQA10102-DQB10602. The binding affinity (normalized) is 0.903.